This data is from Buchwald-Hartwig C-N cross coupling reaction yields with 55,370 reactions. The task is: Predict the reaction yield, written as a fraction of the theoretical maximum amount of product (1.0 means a 100% yield; for example, 0.34 means a 34% yield). (1) The reactants are Ic1ccccn1.Cc1ccc(N)cc1.O=S(=O)(O[Pd]1c2ccccc2-c2ccccc2N~1)C(F)(F)F.CC(C)c1cc(C(C)C)c(-c2ccccc2P(C(C)(C)C)C(C)(C)C)c(C(C)C)c1.CN(C)C(=NC(C)(C)C)N(C)C.c1ccc(CN(Cc2ccccc2)c2ccon2)cc1. No catalyst specified. The product is Cc1ccc(Nc2ccccn2)cc1. The yield is 0.622. (2) The reactants are COc1ccc(I)cc1.Cc1ccc(N)cc1.O=S(=O)(O[Pd]1c2ccccc2-c2ccccc2N~1)C(F)(F)F.CC(C)c1cc(C(C)C)c(-c2ccccc2P(C2CCCCC2)C2CCCCC2)c(C(C)C)c1.CN(C)C(=NC(C)(C)C)N(C)C.CCOC(=O)c1cnoc1C. No catalyst specified. The product is COc1ccc(Nc2ccc(C)cc2)cc1. The yield is 0.0261. (3) The reactants are Brc1ccccn1.Cc1ccc(N)cc1.O=S(=O)(O[Pd]1c2ccccc2-c2ccccc2N~1)C(F)(F)F.CC(C)c1cc(C(C)C)c(-c2ccccc2P(C(C)(C)C)C(C)(C)C)c(C(C)C)c1.CCN=P(N=P(N(C)C)(N(C)C)N(C)C)(N(C)C)N(C)C.c1ccc(CN(Cc2ccccc2)c2ccno2)cc1. No catalyst specified. The product is Cc1ccc(Nc2ccccn2)cc1. The yield is 0.535. (4) The yield is 0.460. The reactants are COc1ccc(I)cc1.Cc1ccc(N)cc1.O=S(=O)(O[Pd]1c2ccccc2-c2ccccc2N~1)C(F)(F)F.COc1ccc(OC)c(P(C(C)(C)C)C(C)(C)C)c1-c1c(C(C)C)cc(C(C)C)cc1C(C)C.CN1CCCN2CCCN=C12.CCOC(=O)c1cc(C)on1. The product is COc1ccc(Nc2ccc(C)cc2)cc1. No catalyst specified. (5) The reactants are Brc1ccccn1.Cc1ccc(N)cc1.O=S(=O)(O[Pd]1c2ccccc2-c2ccccc2N~1)C(F)(F)F.COc1ccc(OC)c(P([C@]23C[C@H]4C[C@H](C[C@H](C4)C2)C3)[C@]23C[C@H]4C[C@H](C[C@H](C4)C2)C3)c1-c1c(C(C)C)cc(C(C)C)cc1C(C)C.CN1CCCN2CCCN=C12.c1ccc2oncc2c1. No catalyst specified. The product is Cc1ccc(Nc2ccccn2)cc1. The yield is 0.678. (6) The reactants are COc1ccc(Cl)cc1.Cc1ccc(N)cc1.O=S(=O)(O[Pd]1c2ccccc2-c2ccccc2N~1)C(F)(F)F.COc1ccc(OC)c(P([C@]23C[C@H]4C[C@H](C[C@H](C4)C2)C3)[C@]23C[C@H]4C[C@H](C[C@H](C4)C2)C3)c1-c1c(C(C)C)cc(C(C)C)cc1C(C)C.CCN=P(N=P(N(C)C)(N(C)C)N(C)C)(N(C)C)N(C)C.CCOC(=O)c1cnoc1C. No catalyst specified. The product is COc1ccc(Nc2ccc(C)cc2)cc1. The yield is 0.00613. (7) The reactants are CCc1ccc(Cl)cc1.Cc1ccc(N)cc1.O=S(=O)(O[Pd]1c2ccccc2-c2ccccc2N~1)C(F)(F)F.COc1ccc(OC)c(P([C@]23C[C@H]4C[C@H](C[C@H](C4)C2)C3)[C@]23C[C@H]4C[C@H](C[C@H](C4)C2)C3)c1-c1c(C(C)C)cc(C(C)C)cc1C(C)C.CN1CCCN2CCCN=C12.CCOC(=O)c1cnoc1. No catalyst specified. The product is CCc1ccc(Nc2ccc(C)cc2)cc1. The yield is 0.0695. (8) The reactants are Ic1ccccn1.Cc1ccc(N)cc1.O=S(=O)(O[Pd]1c2ccccc2-c2ccccc2N~1)C(F)(F)F.COc1ccc(OC)c(P([C@]23C[C@H]4C[C@H](C[C@H](C4)C2)C3)[C@]23C[C@H]4C[C@H](C[C@H](C4)C2)C3)c1-c1c(C(C)C)cc(C(C)C)cc1C(C)C.CN1CCCN2CCCN=C12.CCOC(=O)c1cnoc1C. No catalyst specified. The product is Cc1ccc(Nc2ccccn2)cc1. The yield is 0.634. (9) The reactants are COc1ccc(I)cc1.Cc1ccc(N)cc1.O=S(=O)(O[Pd]1c2ccccc2-c2ccccc2N~1)C(F)(F)F.COc1ccc(OC)c(P(C(C)(C)C)C(C)(C)C)c1-c1c(C(C)C)cc(C(C)C)cc1C(C)C.CN1CCCN2CCCN=C12.c1ccc(-c2cnoc2)cc1. No catalyst specified. The product is COc1ccc(Nc2ccc(C)cc2)cc1. The yield is 0.361. (10) The reactants are Brc1ccccn1.Cc1ccc(N)cc1.O=S(=O)(O[Pd]1c2ccccc2-c2ccccc2N~1)C(F)(F)F.CC(C)c1cc(C(C)C)c(-c2ccccc2P(C2CCCCC2)C2CCCCC2)c(C(C)C)c1.CN(C)C(=NC(C)(C)C)N(C)C.Cc1ccon1. No catalyst specified. The product is Cc1ccc(Nc2ccccn2)cc1. The yield is 0.591.